This data is from Full USPTO retrosynthesis dataset with 1.9M reactions from patents (1976-2016). The task is: Predict the reactants needed to synthesize the given product. (1) Given the product [CH3:1][O:2][C:3]1[CH:4]=[C:5]2[C:10](=[CH:11][CH:12]=1)[CH:9]=[C:8]([CH:13]([CH3:19])[C:14]([O:16][CH3:17])=[O:15])[CH:7]=[CH:6]2, predict the reactants needed to synthesize it. The reactants are: [CH3:1][O:2][C:3]1[CH:4]=[C:5]2[C:10](=[CH:11][CH:12]=1)[CH:9]=[C:8]([CH:13]([CH3:19])[C:14]([O:16][CH2:17]C)=[O:15])[CH:7]=[CH:6]2.COC1C=C2C(=CC=1)C=C([C@H](C)C(OC)=O)C=C2.CO.CO. (2) Given the product [CH2:32]([NH:31][C:29]([NH:28][C:25]1[CH:24]=[CH:23][C:22]([C:8]2[N:9]=[C:10]([N:14]3[CH2:19][CH2:18][O:17][CH2:16][C@@H:15]3[CH2:20][CH3:21])[C:11]3[CH2:12][CH2:13][N:4]([CH2:1][CH3:2])[CH2:5][C:6]=3[N:7]=2)=[CH:27][CH:26]=1)=[O:30])[CH3:33], predict the reactants needed to synthesize it. The reactants are: [C:1]([N:4]1[CH2:13][CH2:12][C:11]2[C:10]([N:14]3[CH2:19][CH2:18][O:17][CH2:16][C@@H:15]3[CH2:20][CH3:21])=[N:9][C:8]([C:22]3[CH:27]=[CH:26][C:25]([NH:28][C:29]([NH:31][CH2:32][CH3:33])=[O:30])=[CH:24][CH:23]=3)=[N:7][C:6]=2[CH2:5]1)(=O)[CH3:2].Cl.[OH-].[Na+].CC1C=CC(COC(NNC(C2C=NC=CN=2)=O)=O)=CC=1. (3) Given the product [C:9]([O:8][C:7](=[O:13])[NH:6][C@@H:3]1[CH2:4][CH2:5][N:1]([C:15]2[CH:20]=[CH:19][C:18]([N+:21]([O-:23])=[O:22])=[CH:17][CH:16]=2)[CH2:2]1)([CH3:10])([CH3:12])[CH3:11], predict the reactants needed to synthesize it. The reactants are: [NH:1]1[CH2:5][CH2:4][C@@H:3]([NH:6][C:7](=[O:13])[O:8][C:9]([CH3:12])([CH3:11])[CH3:10])[CH2:2]1.F[C:15]1[CH:20]=[CH:19][C:18]([N+:21]([O-:23])=[O:22])=[CH:17][CH:16]=1.C(=O)([O-])[O-].[K+].[K+]. (4) Given the product [Cl:1][C:2]1[C:7]([O:8][CH3:9])=[CH:6][N:5]=[C:4]([CH2:10][C:11]([OH:18])=[O:13])[CH:3]=1, predict the reactants needed to synthesize it. The reactants are: [Cl:1][C:2]1[C:7]([O:8][CH3:9])=[CH:6][N:5]=[C:4]([CH2:10][C:11]#N)[CH:3]=1.[OH-:13].[K+].Cl.[Cl-].[Na+].[OH2:18].